This data is from Full USPTO retrosynthesis dataset with 1.9M reactions from patents (1976-2016). The task is: Predict the reactants needed to synthesize the given product. (1) Given the product [C:11]([P:15]([C:16]([CH3:19])([CH3:18])[CH3:17])[C:2]1[CH:7]=[CH:6][CH:5]=[CH:4][C:3]=1[O:8][CH3:9])([CH3:14])([CH3:13])[CH3:12], predict the reactants needed to synthesize it. The reactants are: Br[C:2]1[CH:7]=[CH:6][CH:5]=[CH:4][C:3]=1[O:8][CH3:9].[Mg].[C:11]([P:15](Cl)[C:16]([CH3:19])([CH3:18])[CH3:17])([CH3:14])([CH3:13])[CH3:12].C1(C)C=CC=CC=1. (2) Given the product [ClH:19].[F:17][C:14]([F:15])([F:16])[CH:10]1[CH2:9][CH:8]([NH2:7])[CH2:13][CH2:12][NH:11]1, predict the reactants needed to synthesize it. The reactants are: C(OC(=O)[NH:7][CH:8]1[CH2:13][CH2:12][NH:11][CH:10]([C:14]([F:17])([F:16])[F:15])[CH2:9]1)(C)(C)C.[ClH:19].